Dataset: Catalyst prediction with 721,799 reactions and 888 catalyst types from USPTO. Task: Predict which catalyst facilitates the given reaction. (1) Reactant: C([NH:5][S:6]([C:9]1[S:10][C:11]([C:14]2[CH:19]=[CH:18][C:17]([CH2:20][C:21]#[N:22])=[CH:16][CH:15]=2)=[CH:12][CH:13]=1)(=[O:8])=[O:7])(C)(C)C. Product: [C:21]([CH2:20][C:17]1[CH:16]=[CH:15][C:14]([C:11]2[S:10][C:9]([S:6]([NH2:5])(=[O:7])=[O:8])=[CH:13][CH:12]=2)=[CH:19][CH:18]=1)#[N:22]. The catalyst class is: 67. (2) Reactant: [CH3:1][C:2]1([CH3:19])[CH2:18][N:6]2[C:7](=[O:17])[CH:8]=[C:9]([C:11]3[CH:16]=[CH:15][N:14]=[CH:13][CH:12]=3)[N:10]=[C:5]2[NH:4][CH2:3]1.[H-].[Na+].[N:22]1[C:30]2[CH2:29][CH:28]([CH2:31]OS(C)(=O)=O)[CH2:27][C:26]=2[CH:25]=[CH:24][CH:23]=1.O. Product: [N:22]1[C:30]2[CH2:29][C@H:28]([CH2:31][N:4]3[C:5]4=[N:10][C:9]([C:11]5[CH:16]=[CH:15][N:14]=[CH:13][CH:12]=5)=[CH:8][C:7](=[O:17])[N:6]4[CH2:18][C:2]([CH3:19])([CH3:1])[CH2:3]3)[CH2:27][C:26]=2[CH:25]=[CH:24][CH:23]=1. The catalyst class is: 454.